From a dataset of Forward reaction prediction with 1.9M reactions from USPTO patents (1976-2016). Predict the product of the given reaction. (1) Given the reactants [OH:1][CH2:2][CH2:3][CH:4]1[CH2:9][CH2:8][CH:7]([OH:10])[CH2:6][CH2:5]1.Cl[O-].[Na+].C(O)(C)C.O, predict the reaction product. The product is: [OH:1][CH2:2][CH2:3][CH:4]1[CH2:9][CH2:8][C:7](=[O:10])[CH2:6][CH2:5]1. (2) Given the reactants [CH3:1][O:2][C:3]([C:5]1[CH:14]=[CH:13][C:12]2[C@@H:11](O)[CH2:10][CH2:9][CH2:8][C:7]=2[CH:6]=1)=[O:4].C1C=CC(P([N:30]=[N+:31]=[N-:32])(C2C=CC=CC=2)=O)=CC=1.C1CCN2C(=NCCC2)CC1, predict the reaction product. The product is: [N:30]([C@@H:11]1[CH2:10][CH2:9][CH2:8][C:7]2[CH:6]=[C:5]([C:3]([O:2][CH3:1])=[O:4])[CH:14]=[CH:13][C:12]1=2)=[N+:31]=[N-:32]. (3) Given the reactants [Br:1][C:2]1[N:7]=[C:6]([C:8]([OH:12])([C:10]#[CH:11])[CH3:9])[CH:5]=[CH:4][CH:3]=1.[N:13]([CH2:16][C:17]([O:19][CH2:20][CH3:21])=[O:18])=[N+:14]=[N-:15].O=C1O[C@H]([C@H](CO)O)C([O-])=C1O.[Na+], predict the reaction product. The product is: [CH2:20]([O:19][C:17](=[O:18])[CH2:16][N:13]1[CH:11]=[C:10]([C:8]([C:6]2[CH:5]=[CH:4][CH:3]=[C:2]([Br:1])[N:7]=2)([OH:12])[CH3:9])[N:15]=[N:14]1)[CH3:21]. (4) Given the reactants [C:1]1(=O)[CH2:5][CH2:4][CH2:3][CH2:2]1.C(N(CC)CC)C.Cl.[NH:15]1[CH2:20][CH2:19][CH:18]([CH2:21][CH2:22][N:23]2[C:31]3[C:26](=[CH:27][CH:28]=[CH:29][CH:30]=3)[C:25]3([C:35]4=[CH:36][C:37]5[O:41][CH2:40][O:39][C:38]=5[CH:42]=[C:34]4[O:33][CH2:32]3)[C:24]2=[O:43])[CH2:17][CH2:16]1.C(O[BH-](OC(=O)C)OC(=O)C)(=O)C.[Na+], predict the reaction product. The product is: [CH:1]1([N:15]2[CH2:20][CH2:19][CH:18]([CH2:21][CH2:22][N:23]3[C:31]4[C:26](=[CH:27][CH:28]=[CH:29][CH:30]=4)[C:25]4([C:35]5=[CH:36][C:37]6[O:41][CH2:40][O:39][C:38]=6[CH:42]=[C:34]5[O:33][CH2:32]4)[C:24]3=[O:43])[CH2:17][CH2:16]2)[CH2:5][CH2:4][CH2:3][CH2:2]1. (5) Given the reactants [NH2:1][C@@H:2]1[CH2:7][CH2:6][C@H:5]([N:8]2[C:13](=[O:14])[C:12]3[CH:15]=[C:16]([F:19])[CH:17]=[N:18][C:11]=3[N:10]([C:20]3[CH:21]=[C:22]([C:26]4[CH:31]=[CH:30][C:29]([CH2:32][N:33]5[CH2:39][CH2:38][CH2:37][N:36]([CH3:40])[CH2:35][CH2:34]5)=[CH:28][CH:27]=4)[CH:23]=[CH:24][CH:25]=3)[C:9]2=[O:41])[CH2:4][CH2:3]1.C(OC([NH:49][C@@H:50]([CH2:54][C:55]1[CH:60]=[CH:59][CH:58]=[CH:57][CH:56]=1)[C:51](O)=[O:52])=O)(C)(C)C, predict the reaction product. The product is: [F:19][C:16]1[CH:17]=[N:18][C:11]2[N:10]([C:20]3[CH:21]=[C:22]([C:26]4[CH:27]=[CH:28][C:29]([CH2:32][N:33]5[CH2:39][CH2:38][CH2:37][N:36]([CH3:40])[CH2:35][CH2:34]5)=[CH:30][CH:31]=4)[CH:23]=[CH:24][CH:25]=3)[C:9](=[O:41])[N:8]([C@@H:5]3[CH2:6][CH2:7][C@H:2]([NH:1][C:51](=[O:52])[C@H:50]([CH2:54][C:55]4[CH:56]=[CH:57][CH:58]=[CH:59][CH:60]=4)[NH2:49])[CH2:3][CH2:4]3)[C:13](=[O:14])[C:12]=2[CH:15]=1. (6) Given the reactants [CH3:1][N:2]([CH2:22][CH2:23][NH:24][C:25]([C:27]1[CH:32]=[CH:31][C:30]([C:33]([F:36])([F:35])[F:34])=[CH:29][CH:28]=1)=[O:26])[C:3]([C@@H:5]([NH:14]C(=O)OC(C)(C)C)[CH2:6][CH2:7][C:8]1[CH:13]=[CH:12][CH:11]=[CH:10][CH:9]=1)=[O:4], predict the reaction product. The product is: [NH2:14][C@@H:5]([CH2:6][CH2:7][C:8]1[CH:13]=[CH:12][CH:11]=[CH:10][CH:9]=1)[C:3]([N:2]([CH3:1])[CH2:22][CH2:23][NH:24][C:25]([C:27]1[CH:32]=[CH:31][C:30]([C:33]([F:34])([F:35])[F:36])=[CH:29][CH:28]=1)=[O:26])=[O:4]. (7) Given the reactants Br[C:2]1[CH:3]=[C:4]([CH:8]=[C:9]2[CH2:15][CH:14]3[N:16]([CH3:17])[CH:11]([CH2:12][CH2:13]3)[CH2:10]2)[CH:5]=[CH:6][CH:7]=1.[C:18]([C:20]1[CH:21]=[C:22](B(O)O)[CH:23]=[CH:24][CH:25]=1)#[N:19].C([O-])([O-])=O.[K+].[K+], predict the reaction product. The product is: [CH3:17][N:16]1[CH:14]2[CH2:13][CH2:12][CH:11]1[CH2:10][C:9](=[CH:8][C:4]1[CH:3]=[C:2]([C:24]3[CH:23]=[CH:22][CH:21]=[C:20]([C:18]#[N:19])[CH:25]=3)[CH:7]=[CH:6][CH:5]=1)[CH2:15]2. (8) Given the reactants [H-].[Na+].[CH2:3]([OH:10])[C:4]1[CH:9]=[CH:8][CH:7]=[CH:6][CH:5]=1.[Cl:11][C:12]1[CH:17]=[C:16]([N+]([O-])=O)[CH:15]=[CH:14][N:13]=1, predict the reaction product. The product is: [CH2:3]([O:10][C:16]1[CH:15]=[CH:14][N:13]=[C:12]([Cl:11])[CH:17]=1)[C:4]1[CH:9]=[CH:8][CH:7]=[CH:6][CH:5]=1. (9) Given the reactants [F:1][C:2]([F:20])([F:19])[C:3]1[CH:4]=[CH:5][C:6]2[CH:10]=[C:9]([C:11]([N:13]3[CH2:16][C:15](=O)[CH2:14]3)=[O:12])[S:8][C:7]=2[CH:18]=1.[C:21]([NH:28][CH2:29][CH2:30][NH2:31])([O:23][C:24]([CH3:27])([CH3:26])[CH3:25])=[O:22].C(O)(=O)C.[BH-](OC(C)=O)(OC(C)=O)OC(C)=O.[Na+], predict the reaction product. The product is: [C:24]([O:23][C:21](=[O:22])[NH:28][CH2:29][CH2:30][NH:31][CH:15]1[CH2:16][N:13]([C:11]([C:9]2[S:8][C:7]3[CH:18]=[C:3]([C:2]([F:20])([F:19])[F:1])[CH:4]=[CH:5][C:6]=3[CH:10]=2)=[O:12])[CH2:14]1)([CH3:27])([CH3:25])[CH3:26]. (10) Given the reactants [Cl:1][C:2]1[N:7]=[CH:6][C:5]([NH:8][CH:9]=[C:10]2[C:15](=[O:16])OC(C)(C)OC2=O)=[CH:4][CH:3]=1, predict the reaction product. The product is: [Cl:1][C:2]1[N:7]=[C:6]2[C:5](=[CH:4][CH:3]=1)[N:8]=[CH:9][CH:10]=[C:15]2[OH:16].